This data is from Forward reaction prediction with 1.9M reactions from USPTO patents (1976-2016). The task is: Predict the product of the given reaction. (1) Given the reactants O.[N-:2]=[N+]=[N-].[Na+].[C:6](Cl)(=[O:17])[CH2:7][CH2:8][CH2:9][CH2:10][CH2:11][CH2:12][CH2:13][CH2:14][CH:15]=[CH2:16].C[C:20](C)=[O:21], predict the reaction product. The product is: [C:6]([N:2]=[C:20]=[O:21])(=[O:17])[CH2:7][CH2:8][CH2:9][CH2:10][CH2:11][CH2:12][CH2:13][CH2:14][CH:15]=[CH2:16]. (2) Given the reactants C([O:3][C:4](=[O:36])[C:5]1[CH:10]=[CH:9][C:8]([N:11]2[CH2:16][CH2:15][N:14]([C:17]3[CH:22]=[CH:21][C:20]([C:23](=[O:35])[NH:24][C:25]4[CH:30]=[CH:29][CH:28]=[C:27]([C:31]([CH3:34])([CH3:33])[CH3:32])[CH:26]=4)=[CH:19][N:18]=3)[CH2:13][CH2:12]2)=[CH:7][CH:6]=1)C, predict the reaction product. The product is: [C:31]([C:27]1[CH:26]=[C:25]([NH:24][C:23]([C:20]2[CH:21]=[CH:22][C:17]([N:14]3[CH2:13][CH2:12][N:11]([C:8]4[CH:7]=[CH:6][C:5]([C:4]([OH:36])=[O:3])=[CH:10][CH:9]=4)[CH2:16][CH2:15]3)=[N:18][CH:19]=2)=[O:35])[CH:30]=[CH:29][CH:28]=1)([CH3:34])([CH3:32])[CH3:33].